Dataset: Peptide-MHC class I binding affinity with 185,985 pairs from IEDB/IMGT. Task: Regression. Given a peptide amino acid sequence and an MHC pseudo amino acid sequence, predict their binding affinity value. This is MHC class I binding data. The peptide sequence is ETVNFVPNY. The MHC is HLA-B35:01 with pseudo-sequence HLA-B35:01. The binding affinity (normalized) is 0.646.